This data is from Catalyst prediction with 721,799 reactions and 888 catalyst types from USPTO. The task is: Predict which catalyst facilitates the given reaction. (1) Reactant: [Cl:1][C:2]1[CH:7]=[C:6]([CH3:8])[CH:5]=[C:4]([CH3:9])[C:3]=1[N:10]=[C:11]([C:13]1[N:18]=[C:17]([C:19](=O)[CH3:20])[CH:16]=[CH:15][CH:14]=1)[CH3:12].[CH:22]([C:25]1[CH:31]=[CH:30][CH:29]=[C:28]([CH:32]([CH3:34])[CH3:33])[C:26]=1[NH2:27])([CH3:24])[CH3:23]. Product: [Cl:1][C:2]1[CH:7]=[C:6]([CH3:8])[CH:5]=[C:4]([CH3:9])[C:3]=1[N:10]=[C:11]([C:13]1[CH:14]=[CH:15][CH:16]=[C:17]([C:19](=[N:27][C:26]2[C:28]([CH:32]([CH3:33])[CH3:34])=[CH:29][CH:30]=[CH:31][C:25]=2[CH:22]([CH3:24])[CH3:23])[CH3:20])[N:18]=1)[CH3:12]. The catalyst class is: 7. (2) Reactant: [H-].[Na+].[CH3:3][S:4]([C:7]1[N:12]=[CH:11][C:10]([O:13][C:14]2[CH:15]=[C:16]3[C:20](=[CH:21][C:22]=2[CH2:23][N:24]2[CH2:28][CH2:27][CH2:26][C:25]2=[O:29])[NH:19][C:18]([C:30]2[CH:35]=[CH:34][CH:33]=[CH:32][N:31]=2)=[CH:17]3)=[CH:9][CH:8]=1)(=[O:6])=[O:5].[CH3:36][Si:37]([CH3:44])([CH3:43])[CH2:38][CH2:39][O:40][CH2:41]Cl.[Cl-].[NH4+]. Product: [CH3:3][S:4]([C:7]1[N:12]=[CH:11][C:10]([O:13][C:14]2[CH:15]=[C:16]3[C:20](=[CH:21][C:22]=2[CH2:23][N:24]2[CH2:28][CH2:27][CH2:26][C:25]2=[O:29])[N:19]([CH2:41][O:40][CH2:39][CH2:38][Si:37]([CH3:44])([CH3:43])[CH3:36])[C:18]([C:30]2[CH:35]=[CH:34][CH:33]=[CH:32][N:31]=2)=[CH:17]3)=[CH:9][CH:8]=1)(=[O:6])=[O:5]. The catalyst class is: 9. (3) Reactant: O.[NH2:2][NH2:3].N1(CCCCN2C(=O)C3C(=CC=CC=3)C2=O)[CH2:9][CH2:8][CH2:7][CH2:6][CH2:5]1. Product: [CH3:5][CH2:6][CH2:7][CH2:8][NH:2][N:3]1[CH2:9][CH2:8][CH2:7][CH2:6][CH2:5]1. The catalyst class is: 14. (4) Reactant: CCCC[N+](CCCC)(CCCC)CCCC.[F-].[Si]([C:26]#[C:27][C:28]1[CH:33]=[CH:32][C:31]([C:34]2[CH:39]=[CH:38][C:37]([Cl:40])=[CH:36][CH:35]=2)=[CH:30][N:29]=1)(C(C)(C)C)(C)C. Product: [Cl:40][C:37]1[CH:36]=[CH:35][C:34]([C:31]2[CH:32]=[CH:33][C:28]([C:27]#[CH:26])=[N:29][CH:30]=2)=[CH:39][CH:38]=1. The catalyst class is: 2.